Task: Predict the product of the given reaction.. Dataset: Forward reaction prediction with 1.9M reactions from USPTO patents (1976-2016) (1) Given the reactants [Cl:1][C:2]1[CH:7]=[CH:6][C:5]([C:8]([CH3:13])([CH3:12])[C:9]([OH:11])=O)=[CH:4][CH:3]=1.C1N=CN(C(N2C=NC=C2)=O)C=1.[Mg+2].[Cl-].[Cl-].[K+].[CH3:30][O:31][C:32](=[O:37])[CH2:33]C([O-])=O, predict the reaction product. The product is: [Cl:1][C:2]1[CH:3]=[CH:4][C:5]([C:8]([CH3:13])([CH3:12])[C:9](=[O:11])[CH2:33][C:32]([O:31][CH3:30])=[O:37])=[CH:6][CH:7]=1. (2) Given the reactants [CH3:1][N:2]1[C:6]([CH2:7][O:8][C:9]2[CH:17]=[CH:16][C:12]([C:13]([OH:15])=O)=[CH:11][N:10]=2)=[C:5]([C:18]2[CH:23]=[CH:22][CH:21]=[CH:20][N:19]=2)[N:4]=[N:3]1.[CH2:24]([CH2:26][NH2:27])[OH:25], predict the reaction product. The product is: [OH:25][CH2:24][CH2:26][NH:27][C:13](=[O:15])[C:12]1[CH:16]=[CH:17][C:9]([O:8][CH2:7][C:6]2[N:2]([CH3:1])[N:3]=[N:4][C:5]=2[C:18]2[CH:23]=[CH:22][CH:21]=[CH:20][N:19]=2)=[N:10][CH:11]=1. (3) Given the reactants [CH:1]1[CH:6]=[C:5]([CH2:7][C:8]2C(O)=CC=CC=2)[C:4]([OH:15])=[CH:3][CH:2]=1.[NH2:16]C1C=CC=CC=1.C1(O)C=CC=CC=1.NC1C=CC=CC=1, predict the reaction product. The product is: [O:15]1[C:4]2[CH:3]=[CH:2][CH:1]=[CH:6][C:5]=2[CH:7]=[CH:8][NH:16]1. (4) Given the reactants O=C1C2C(=CC=CC=2)C(=O)[N:3]1[O:12][CH2:13][CH2:14][CH2:15][O:16][C:17]1[CH:18]=[C:19]([Cl:34])[CH:20]=[C:21]([C:23]([N:25]([CH:29]2[CH2:33][CH2:32][CH2:31][CH2:30]2)[CH2:26][CH:27]=[CH2:28])=[O:24])[CH:22]=1.CN, predict the reaction product. The product is: [NH2:3][O:12][CH2:13][CH2:14][CH2:15][O:16][C:17]1[CH:18]=[C:19]([Cl:34])[CH:20]=[C:21]([C:23]([N:25]([CH:29]2[CH2:30][CH2:31][CH2:32][CH2:33]2)[CH2:26][CH:27]=[CH2:28])=[O:24])[CH:22]=1. (5) Given the reactants [CH3:1][C:2]1[C:7]([CH3:8])=[CH:6][CH:5]=[CH:4][C:3]=1B(O)O.I[C:13]1[N:18]=[C:17]([NH2:19])[N:16]=[C:15]([NH:20][CH3:21])[CH:14]=1, predict the reaction product. The product is: [CH3:1][C:2]1[C:7]([CH3:8])=[CH:6][CH:5]=[CH:4][C:3]=1[C:13]1[N:18]=[C:17]([NH2:19])[N:16]=[C:15]([NH:20][CH3:21])[CH:14]=1. (6) Given the reactants [F:1][C:2]1[CH:7]=[CH:6][C:5]([CH2:8][CH2:9][N:10]2[CH2:15][CH2:14][C@@H:13]([CH3:16])[C@H:12]([CH2:17]OS(C)(=O)=O)[CH2:11]2)=[CH:4][CH:3]=1.[N-:23]=[N+:24]=[N-:25].[Na+], predict the reaction product. The product is: [N:23]([CH2:17][C@H:12]1[C@H:13]([CH3:16])[CH2:14][CH2:15][N:10]([CH2:9][CH2:8][C:5]2[CH:6]=[CH:7][C:2]([F:1])=[CH:3][CH:4]=2)[CH2:11]1)=[N+:24]=[N-:25].